The task is: Predict the reactants needed to synthesize the given product.. This data is from Full USPTO retrosynthesis dataset with 1.9M reactions from patents (1976-2016). (1) Given the product [C:1]([O:5][C:6]([N:8]1[CH2:9][CH2:10][CH:11]([C:14]2[CH:19]=[CH:18][C:17]([NH:20][C:21]3[CH:26]=[C:25]([N:27]([CH3:51])[C:28]([N:30]([C:39]4[C:40]([Cl:50])=[C:41]([O:48][CH3:49])[CH:42]=[C:43]([O:46][CH3:47])[C:44]=4[Cl:45])[CH2:31][O:32][CH2:33][CH2:34][Si:35]([CH3:38])([CH3:37])[CH3:36])=[O:29])[N:24]=[CH:23][N:22]=3)=[C:16]([NH2:52])[CH:15]=2)[CH2:12][CH2:13]1)=[O:7])([CH3:4])([CH3:3])[CH3:2], predict the reactants needed to synthesize it. The reactants are: [C:1]([O:5][C:6]([N:8]1[CH2:13][CH2:12][C:11]([C:14]2[CH:19]=[CH:18][C:17]([NH:20][C:21]3[CH:26]=[C:25]([N:27]([CH3:51])[C:28]([N:30]([C:39]4[C:44]([Cl:45])=[C:43]([O:46][CH3:47])[CH:42]=[C:41]([O:48][CH3:49])[C:40]=4[Cl:50])[CH2:31][O:32][CH2:33][CH2:34][Si:35]([CH3:38])([CH3:37])[CH3:36])=[O:29])[N:24]=[CH:23][N:22]=3)=[C:16]([N+:52]([O-])=O)[CH:15]=2)=[CH:10][CH2:9]1)=[O:7])([CH3:4])([CH3:3])[CH3:2]. (2) The reactants are: [NH2:1][C:2]1[C:3]([I:9])=[N:4][CH:5]=[N:6][C:7]=1I.[Cl:10][C:11]1[CH:12]=[C:13]([CH:15]=[CH:16][C:17]=1[O:18][CH2:19][C:20]1[CH:25]=[CH:24][CH:23]=[C:22]([F:26])[CH:21]=1)[NH2:14].O. Given the product [Cl:10][C:11]1[CH:12]=[C:13]([NH:14][C:7]2[C:2]([NH2:1])=[C:3]([I:9])[N:4]=[CH:5][N:6]=2)[CH:15]=[CH:16][C:17]=1[O:18][CH2:19][C:20]1[CH:25]=[CH:24][CH:23]=[C:22]([F:26])[CH:21]=1, predict the reactants needed to synthesize it. (3) Given the product [CH3:24][C:19]1[C:18]([C:10]2[N:11]([C:26]([NH:25][CH2:28][CH3:29])=[O:27])[C:12]3[C:17]([C:9]=2[C:6]2[CH:5]=[CH:4][C:3]([O:2][CH3:1])=[CH:8][CH:7]=2)=[CH:16][CH:15]=[CH:14][CH:13]=3)=[C:22]([CH3:23])[O:21][N:20]=1, predict the reactants needed to synthesize it. The reactants are: [CH3:1][O:2][C:3]1[CH:8]=[CH:7][C:6]([C:9]2[C:17]3[C:12](=[CH:13][CH:14]=[CH:15][CH:16]=3)[NH:11][C:10]=2[C:18]2[C:19]([CH3:24])=[N:20][O:21][C:22]=2[CH3:23])=[CH:5][CH:4]=1.[N:25]([CH2:28][CH3:29])=[C:26]=[O:27]. (4) Given the product [CH2:1]([O:3][CH:4]([O:16][CH2:17][CH3:18])[C:5](=[O:15])[C:6]([C:8]1[CH:13]=[CH:12][C:11]([N:19]2[CH2:24][CH2:23][O:22][CH2:21][CH2:20]2)=[CH:10][CH:9]=1)=[O:7])[CH3:2], predict the reactants needed to synthesize it. The reactants are: [CH2:1]([O:3][CH:4]([O:16][CH2:17][CH3:18])[C:5](=[O:15])[C:6]([C:8]1[CH:13]=[CH:12][C:11](F)=[CH:10][CH:9]=1)=[O:7])[CH3:2].[NH:19]1[CH2:24][CH2:23][O:22][CH2:21][CH2:20]1. (5) Given the product [NH:13]1[C:14]2[CH:19]=[CH:18][CH:17]=[CH:16][C:15]=2[N:11]=[C:12]1[C@H:8]([NH:9][C:10](=[O:20])[N:29]([CH:23]1[CH2:28][CH2:27][CH2:26][CH2:25][CH2:24]1)[CH2:30][CH2:31][OH:32])[CH2:7][C:6]1[CH:21]=[CH:22][C:3]([O:2][CH3:1])=[CH:4][CH:5]=1, predict the reactants needed to synthesize it. The reactants are: [CH3:1][O:2][C:3]1[CH:22]=[CH:21][C:6]([CH2:7][C@@H:8]2[C:12]3=[N:13][C:14]4[CH:19]=[CH:18][CH:17]=[CH:16][C:15]=4[N:11]3[C:10](=[O:20])[NH:9]2)=[CH:5][CH:4]=1.[CH:23]1([NH:29][CH2:30][CH2:31][OH:32])[CH2:28][CH2:27][CH2:26][CH2:25][CH2:24]1.C(O)(C(F)(F)F)=O.